The task is: Predict the product of the given reaction.. This data is from Forward reaction prediction with 1.9M reactions from USPTO patents (1976-2016). (1) Given the reactants Br[CH2:2][C:3]1[C:4]2[CH:15]=[CH:14][CH:13]=[CH:12][C:5]=2[S:6][C:7]=1[C:8]([O:10]C)=[O:9].[Br:16][C:17]1[C:18]([CH3:24])=[C:19]([CH:21]=[CH:22][CH:23]=1)[NH2:20].C(=O)([O-])[O-].[Cs+].[Cs+].O.[OH-].[Li+], predict the reaction product. The product is: [Br:16][C:17]1[C:18]([CH3:24])=[C:19]([NH:20][CH2:2][C:3]2[C:4]3[CH:15]=[CH:14][CH:13]=[CH:12][C:5]=3[S:6][C:7]=2[C:8]([OH:10])=[O:9])[CH:21]=[CH:22][CH:23]=1. (2) Given the reactants Cl.C[C:3]1[C:4](=[CH:9][C:10]2[NH:11][C:12](C)=[CH:13][C:14]=2C)[N:5]=[C:6](C)[CH:7]=1.C(N(CC)CC)C.[B:24](F)([F:26])[F:25].CCOCC, predict the reaction product. The product is: [B-:24]1([F:26])([F:25])[N+:5]2=[CH:6][CH:7]=[CH:3][C:4]2=[CH:9][C:10]2[N:11]1[CH:12]=[CH:13][CH:14]=2.